From a dataset of TCR-epitope binding with 47,182 pairs between 192 epitopes and 23,139 TCRs. Binary Classification. Given a T-cell receptor sequence (or CDR3 region) and an epitope sequence, predict whether binding occurs between them. (1) The epitope is ATVVIGTSK. The TCR CDR3 sequence is CASSQFPTASYEQYF. Result: 0 (the TCR does not bind to the epitope). (2) The epitope is KLSALGINAV. The TCR CDR3 sequence is CASSSDILWSNQPQHF. Result: 0 (the TCR does not bind to the epitope). (3) The epitope is TPRVTGGGAM. The TCR CDR3 sequence is CASSLQTGLNTEAFF. Result: 1 (the TCR binds to the epitope). (4) The epitope is IYSKHTPINL. The TCR CDR3 sequence is CASSLDRGEQFF. Result: 0 (the TCR does not bind to the epitope).